From a dataset of Full USPTO retrosynthesis dataset with 1.9M reactions from patents (1976-2016). Predict the reactants needed to synthesize the given product. (1) The reactants are: [N:1]([C:4]1[CH:5]=[C:6]([CH:27]=[CH:28][C:29]=1[CH3:30])[C:7]([NH:9][C:10]1[CH:15]=[C:14]([C:16]([CH3:19])([CH3:18])[CH3:17])[CH:13]=[C:12]([NH:20][S:21]([CH3:24])(=[O:23])=[O:22])[C:11]=1[O:25][CH3:26])=[O:8])=[N+:2]=[N-:3].Cl.[C:32]([C:34]1[CH:39]=[CH:38][N:37]=[CH:36][CH:35]=1)#[CH:33]. Given the product [C:16]([C:14]1[CH:13]=[C:12]([NH:20][S:21]([CH3:24])(=[O:22])=[O:23])[C:11]([O:25][CH3:26])=[C:10]([NH:9][C:7](=[O:8])[C:6]2[CH:27]=[CH:28][C:29]([CH3:30])=[C:4]([N:1]3[CH:33]=[C:32]([C:34]4[CH:39]=[CH:38][N:37]=[CH:36][CH:35]=4)[N:3]=[N:2]3)[CH:5]=2)[CH:15]=1)([CH3:18])([CH3:19])[CH3:17], predict the reactants needed to synthesize it. (2) Given the product [NH:8]1[CH2:13][CH2:12][CH:11]([CH2:14][C:15]([OH:17])=[O:16])[CH2:10][CH2:9]1, predict the reactants needed to synthesize it. The reactants are: NC1C=CC([N:8]2[CH2:13][CH2:12][CH:11]([CH:14](C3C=CC=CC=3)[C:15]([O:17]C)=[O:16])[CH2:10][CH2:9]2)=CC=1.CCN(C(C)C)C(C)C. (3) Given the product [CH3:1][O:2][C:3]1[CH:4]=[C:5]2[C:10](=[CH:11][C:12]=1[O:13][CH3:14])[N:9]=[CH:8][CH:7]=[C:6]2[O:15][C:16]1[C:22]([CH3:23])=[CH:21][C:19]([NH:20][C:33]([NH:52][CH2:51][CH2:50][N:47]2[CH2:48][CH2:49][O:44][CH2:45][CH2:46]2)=[O:35])=[C:18]([CH3:24])[CH:17]=1, predict the reactants needed to synthesize it. The reactants are: [CH3:1][O:2][C:3]1[CH:4]=[C:5]2[C:10](=[CH:11][C:12]=1[O:13][CH3:14])[N:9]=[CH:8][CH:7]=[C:6]2[O:15][C:16]1[C:22]([CH3:23])=[CH:21][C:19]([NH2:20])=[C:18]([CH3:24])[CH:17]=1.C(N(CC)CC)C.Cl[C:33](Cl)([O:35]C(=O)OC(Cl)(Cl)Cl)Cl.[O:44]1[CH2:49][CH2:48][N:47]([CH2:50][CH2:51][NH2:52])[CH2:46][CH2:45]1. (4) Given the product [CH2:1]([O:3][C:4](=[O:21])[CH2:5][O:6][C:7]1[CH:12]=[CH:11][C:10]([N:13]([C:14]([O:16][C:17]([CH3:20])([CH3:19])[CH3:18])=[O:15])[CH2:23][C:24]2[S:28][C:27]([C:29]3[CH:34]=[CH:33][C:32]([C:35]([F:38])([F:37])[F:36])=[CH:31][CH:30]=3)=[N:26][C:25]=2[CH3:47])=[CH:9][CH:8]=1)[CH3:2], predict the reactants needed to synthesize it. The reactants are: [CH2:1]([O:3][C:4](=[O:21])[CH2:5][O:6][C:7]1[CH:12]=[CH:11][C:10]([NH:13][C:14]([O:16][C:17]([CH3:20])([CH3:19])[CH3:18])=[O:15])=[CH:9][CH:8]=1)[CH3:2].Cl[CH2:23][C:24]1[S:28][C:27]([C:29]2[CH:34]=[CH:33][C:32]([C:35]([F:38])([F:37])[F:36])=[CH:31][CH:30]=2)=[N:26][CH:25]=1.[H-].[Na+].OS([O-])(=O)=O.[K+].[CH3:47]C(N(C)C)=O. (5) Given the product [ClH:43].[NH2:7][C@H:8]([CH2:32][C:33]1[CH:38]=[C:37]([F:39])[C:36]([F:40])=[CH:35][C:34]=1[F:41])[CH2:9][C:10]([N:11]1[CH2:16][CH2:15][N:14]2[C:17]([C:27]([F:30])([F:29])[F:28])=[N:18][C:19]([C:20]([N:22]3[CH2:23][CH2:24][CH2:25][CH2:26]3)=[O:21])=[C:13]2[CH2:12]1)=[O:31], predict the reactants needed to synthesize it. The reactants are: C(OC(=O)[NH:7][C@H:8]([CH2:32][C:33]1[CH:38]=[C:37]([F:39])[C:36]([F:40])=[CH:35][C:34]=1[F:41])[CH2:9][C:10](=[O:31])[N:11]1[CH2:16][CH2:15][N:14]2[C:17]([C:27]([F:30])([F:29])[F:28])=[N:18][C:19]([C:20]([N:22]3[CH2:26][CH2:25][CH2:24][CH2:23]3)=[O:21])=[C:13]2[CH2:12]1)(C)(C)C.[ClH:43]. (6) Given the product [CH:22]1([C:20]([N:17]2[CH2:18][CH2:19][C@@H:15]([CH2:14][N:9]3[C:8]([C:5]4[CH:6]=[CH:7][C:2]([C:28]5[CH:27]=[N:26][C:35]6[C:30]([CH:29]=5)=[CH:31][CH:32]=[CH:33][CH:34]=6)=[CH:3][C:4]=4[F:25])=[N:12][NH:11][C:10]3=[O:13])[CH2:16]2)=[O:21])[CH2:24][CH2:23]1, predict the reactants needed to synthesize it. The reactants are: Br[C:2]1[CH:7]=[CH:6][C:5]([C:8]2[N:9]([CH2:14][C@@H:15]3[CH2:19][CH2:18][N:17]([C:20]([CH:22]4[CH2:24][CH2:23]4)=[O:21])[CH2:16]3)[C:10](=[O:13])[NH:11][N:12]=2)=[C:4]([F:25])[CH:3]=1.[N:26]1[C:35]2[C:30](=[CH:31][CH:32]=[CH:33][CH:34]=2)[CH:29]=[C:28](B(O)O)[CH:27]=1.C([O-])([O-])=O.[K+].[K+].Cl. (7) Given the product [CH3:7][CH:8]1[CH2:13][N:12]2[N:14]=[C:15]([CH2:17][O:18][C:19]3[CH:24]=[CH:23][CH:22]=[CH:21][CH:20]=3)[CH:16]=[C:11]2[CH2:10][NH:9]1, predict the reactants needed to synthesize it. The reactants are: [H-].[Al+3].[Li+].[H-].[H-].[H-].[CH3:7][CH:8]1[CH2:13][N:12]2[N:14]=[C:15]([CH2:17][O:18][C:19]3[CH:24]=[CH:23][CH:22]=[CH:21][CH:20]=3)[CH:16]=[C:11]2[C:10](=O)[NH:9]1. (8) The reactants are: Cl.C([O:4][C:5](=[O:16])[CH2:6][C:7]1[CH:12]=[C:11]([Cl:13])[C:10]([NH2:14])=[CH:9][C:8]=1[Cl:15])C.[OH-].[Na+].Cl. Given the product [NH2:14][C:10]1[C:11]([Cl:13])=[CH:12][C:7]([CH2:6][C:5]([OH:16])=[O:4])=[C:8]([Cl:15])[CH:9]=1, predict the reactants needed to synthesize it. (9) Given the product [F:1][C:2]1[CH:7]=[CH:6][C:5]([C:8]2[N:9]=[C:10]3[C:15]([C:16]([OH:18])=[O:17])=[N:14][CH:13]=[CH:12][N:11]3[CH:20]=2)=[CH:4][CH:3]=1, predict the reactants needed to synthesize it. The reactants are: [F:1][C:2]1[CH:7]=[CH:6][C:5]([C:8]2[N:9]=[C:10]3[C:15]([C:16]([O:18]C)=[O:17])=[N:14][CH:13]=[CH:12][N:11]3[CH:20]=2)=[CH:4][CH:3]=1.O.O.[OH-].[Li+].